Dataset: NCI-60 drug combinations with 297,098 pairs across 59 cell lines. Task: Regression. Given two drug SMILES strings and cell line genomic features, predict the synergy score measuring deviation from expected non-interaction effect. (1) Drug 1: CCC(=C(C1=CC=CC=C1)C2=CC=C(C=C2)OCCN(C)C)C3=CC=CC=C3.C(C(=O)O)C(CC(=O)O)(C(=O)O)O. Drug 2: CC1C(C(CC(O1)OC2CC(CC3=C2C(=C4C(=C3O)C(=O)C5=C(C4=O)C(=CC=C5)OC)O)(C(=O)CO)O)N)O.Cl. Cell line: TK-10. Synergy scores: CSS=27.8, Synergy_ZIP=-1.27, Synergy_Bliss=0.416, Synergy_Loewe=-5.47, Synergy_HSA=1.80. (2) Drug 1: CC12CCC3C(C1CCC2=O)CC(=C)C4=CC(=O)C=CC34C. Drug 2: CCC1(CC2CC(C3=C(CCN(C2)C1)C4=CC=CC=C4N3)(C5=C(C=C6C(=C5)C78CCN9C7C(C=CC9)(C(C(C8N6C=O)(C(=O)OC)O)OC(=O)C)CC)OC)C(=O)OC)O.OS(=O)(=O)O. Cell line: NCI-H226. Synergy scores: CSS=27.0, Synergy_ZIP=3.54, Synergy_Bliss=9.08, Synergy_Loewe=6.18, Synergy_HSA=7.65. (3) Drug 1: C1CCC(C1)C(CC#N)N2C=C(C=N2)C3=C4C=CNC4=NC=N3. Drug 2: CNC(=O)C1=NC=CC(=C1)OC2=CC=C(C=C2)NC(=O)NC3=CC(=C(C=C3)Cl)C(F)(F)F. Cell line: HS 578T. Synergy scores: CSS=20.0, Synergy_ZIP=-4.32, Synergy_Bliss=2.15, Synergy_Loewe=-10.6, Synergy_HSA=-3.07. (4) Drug 1: CCCCCOC(=O)NC1=NC(=O)N(C=C1F)C2C(C(C(O2)C)O)O. Drug 2: CC1=C2C(C(=O)C3(C(CC4C(C3C(C(C2(C)C)(CC1OC(=O)C(C(C5=CC=CC=C5)NC(=O)C6=CC=CC=C6)O)O)OC(=O)C7=CC=CC=C7)(CO4)OC(=O)C)O)C)OC(=O)C. Cell line: COLO 205. Synergy scores: CSS=11.2, Synergy_ZIP=10.2, Synergy_Bliss=10.7, Synergy_Loewe=-1.74, Synergy_HSA=6.17. (5) Drug 1: CC=C1C(=O)NC(C(=O)OC2CC(=O)NC(C(=O)NC(CSSCCC=C2)C(=O)N1)C(C)C)C(C)C. Drug 2: CC1=C(C(=CC=C1)Cl)NC(=O)C2=CN=C(S2)NC3=CC(=NC(=N3)C)N4CCN(CC4)CCO. Cell line: SW-620. Synergy scores: CSS=27.4, Synergy_ZIP=-0.579, Synergy_Bliss=-0.687, Synergy_Loewe=-0.364, Synergy_HSA=-0.484. (6) Drug 1: C1=NC2=C(N=C(N=C2N1C3C(C(C(O3)CO)O)O)F)N. Drug 2: C1=CC=C(C(=C1)C(C2=CC=C(C=C2)Cl)C(Cl)Cl)Cl. Cell line: HCT-15. Synergy scores: CSS=2.47, Synergy_ZIP=0.128, Synergy_Bliss=-3.27, Synergy_Loewe=-8.51, Synergy_HSA=-4.53. (7) Drug 1: CC1=C(C(=CC=C1)Cl)NC(=O)C2=CN=C(S2)NC3=CC(=NC(=N3)C)N4CCN(CC4)CCO. Drug 2: C(CCl)NC(=O)N(CCCl)N=O. Cell line: SF-295. Synergy scores: CSS=5.65, Synergy_ZIP=4.31, Synergy_Bliss=10.4, Synergy_Loewe=3.45, Synergy_HSA=5.28. (8) Drug 1: C1=NC2=C(N1)C(=S)N=C(N2)N. Drug 2: CN1C(=O)N2C=NC(=C2N=N1)C(=O)N. Cell line: SR. Synergy scores: CSS=75.2, Synergy_ZIP=5.69, Synergy_Bliss=5.90, Synergy_Loewe=1.56, Synergy_HSA=7.61. (9) Drug 1: CC1CCC2CC(C(=CC=CC=CC(CC(C(=O)C(C(C(=CC(C(=O)CC(OC(=O)C3CCCCN3C(=O)C(=O)C1(O2)O)C(C)CC4CCC(C(C4)OC)O)C)C)O)OC)C)C)C)OC. Drug 2: CC1=C(N=C(N=C1N)C(CC(=O)N)NCC(C(=O)N)N)C(=O)NC(C(C2=CN=CN2)OC3C(C(C(C(O3)CO)O)O)OC4C(C(C(C(O4)CO)O)OC(=O)N)O)C(=O)NC(C)C(C(C)C(=O)NC(C(C)O)C(=O)NCCC5=NC(=CS5)C6=NC(=CS6)C(=O)NCCC[S+](C)C)O. Cell line: T-47D. Synergy scores: CSS=11.2, Synergy_ZIP=-5.31, Synergy_Bliss=-3.09, Synergy_Loewe=-0.589, Synergy_HSA=-0.987. (10) Synergy scores: CSS=66.6, Synergy_ZIP=-3.31, Synergy_Bliss=-4.17, Synergy_Loewe=2.38, Synergy_HSA=4.23. Drug 1: C1=CC=C(C(=C1)C(C2=CC=C(C=C2)Cl)C(Cl)Cl)Cl. Cell line: HOP-92. Drug 2: CC1C(C(CC(O1)OC2CC(CC3=C2C(=C4C(=C3O)C(=O)C5=CC=CC=C5C4=O)O)(C(=O)C)O)N)O.